From a dataset of Experimentally validated miRNA-target interactions with 360,000+ pairs, plus equal number of negative samples. Binary Classification. Given a miRNA mature sequence and a target amino acid sequence, predict their likelihood of interaction. (1) The miRNA is hsa-miR-664b-5p with sequence UGGGCUAAGGGAGAUGAUUGGGUA. The protein sequence of the target gene is MWKLLPAAGPAGGEPYRLLTGVEYVVGRKNCAILIENDQSISRNHAVLTANFSVTNLSQTDEIPVLTLKDNSKYGTFVNEEKMQNGFSRTLKSGDGITFGVFGSKFRIEYEPLVACSSCLDVSGKTALNQAILQLGGFTVNNWTEECTHLVMVSVKVTIKTICALICGRPIVKPEYFTEFLKAVESKKQPPQIESFYPPLDEPSIGSKNVDLSGRQERKQIFKGKTFIFLNAKQHKKLSSAVVFGGGEARLITEENEEEHNFFLAPGTCVVDTGITNSQTLIPDCQKKWIQSIMDMLQRQ.... Result: 0 (no interaction). (2) The miRNA is hsa-miR-548az-3p with sequence AAAAACUGCAAUCACUUUUGC. The protein sequence of the target gene is MTEVPWSVVPNGTDAAFLAGLGSLWGNSTVASTAAVSSSFQCALTKTGFQFYYLPAVYILVFIIGFLGNSVAIWMFVFHMKPWSGISVYMFNLALADFLYVLTLPALIFYYFNKTDWIFGDAMCKLQRFIFHVNLYGSILFLTCISAHRYSGVVYPLKSLGRLKKKNAIYVSVLVWLIVVVAISPILFYSGTGTRKNKTVTCYDTTSNDYLRSYFIYSMCTTVAMFCIPLVLILGCYGLIVKALIYNDLDNSPLRRKSIYLVIIVLTVFAVSYIPFHVMKTMNLRARLDFQTPEMCDFND.... Result: 0 (no interaction). (3) The miRNA is hsa-miR-518f-3p with sequence GAAAGCGCUUCUCUUUAGAGG. The protein sequence of the target gene is MGTGDFICISMTGGAPWGFRLQGGKEQKQPLQVAKIRNQSKASGSGLCEGDEVVSINGNPCADLTYPEVIKLMESITDSLQMLIKRPSSGISEALISENENKNLEHLTHGGYVESTTLQIRPATKTQCTEFFLAPVKTEVPLAENQRSGPDCAGSLKEETGPSYQRAPQMPDSQRGRVAEELILREKVEAVQPGPVVELQLSLSQERHKGASGPLVALPGAEKSKSPDPDPNLSHDRIVHINSIPTNEKADPFLRSSKIIQISSGRELRVIQESEAGDAGLPRVEVILDCSDRQKTEGCR.... Result: 0 (no interaction).